Task: Predict the reactants needed to synthesize the given product.. Dataset: Full USPTO retrosynthesis dataset with 1.9M reactions from patents (1976-2016) (1) Given the product [O:15]1[CH2:16][CH2:17][N:12]([C:2]2[CH:3]=[CH:4][C:5]([N+:9]([O-:11])=[O:10])=[C:6]([CH:8]=2)[NH2:7])[CH2:13][CH2:14]1, predict the reactants needed to synthesize it. The reactants are: Cl[C:2]1[CH:3]=[CH:4][C:5]([N+:9]([O-:11])=[O:10])=[C:6]([CH:8]=1)[NH2:7].[NH:12]1[CH2:17][CH2:16][O:15][CH2:14][CH2:13]1.C(N(CC)CC)C. (2) Given the product [CH3:11][O:12][C:13]1[CH:18]=[C:17]([O:19][CH3:20])[CH:16]=[CH:15][C:14]=1[C:7]1[CH:8]=[CH:9][C:4]([C:2](=[O:3])[CH3:1])=[CH:5][CH:6]=1, predict the reactants needed to synthesize it. The reactants are: [CH3:1][C:2]([C:4]1[CH:9]=[CH:8][C:7](Br)=[CH:6][CH:5]=1)=[O:3].[CH3:11][O:12][C:13]1[CH:18]=[C:17]([O:19][CH3:20])[CH:16]=[CH:15][C:14]=1B(O)O.C([O-])([O-])=O.[Na+].[Na+]. (3) Given the product [CH:36]1([NH:39][CH2:2][C:3]2[N:7]([C:8]3[CH:9]=[C:10]([C:14]4[CH2:20][C:19](=[O:21])[NH:18][C:17]5[CH:22]=[C:23]([C:27]([F:30])([F:29])[F:28])[C:24]([CH3:26])=[CH:25][C:16]=5[N:15]=4)[CH:11]=[CH:12][CH:13]=3)[N:6]=[N:5][CH:4]=2)[CH2:38][CH2:37]1, predict the reactants needed to synthesize it. The reactants are: O[CH2:2][C:3]1[N:7]([C:8]2[CH:9]=[C:10]([C:14]3[CH2:20][C:19](=[O:21])[NH:18][C:17]4[CH:22]=[C:23]([C:27]([F:30])([F:29])[F:28])[C:24]([CH3:26])=[CH:25][C:16]=4[N:15]=3)[CH:11]=[CH:12][CH:13]=2)[N:6]=[N:5][CH:4]=1.S(Cl)(Cl)=O.[Cl-].[CH:36]1([NH2:39])[CH2:38][CH2:37]1.